The task is: Predict the product of the given reaction.. This data is from Forward reaction prediction with 1.9M reactions from USPTO patents (1976-2016). (1) Given the reactants [Cl:1][C:2]1[CH:3]=[C:4]([NH:9][C:10]2[C:11]([C:18]([OH:20])=O)=[CH:12][N:13]([CH3:17])[C:14](=[O:16])[CH:15]=2)[CH:5]=[CH:6][C:7]=1[Cl:8].N.C1C[N:25]([P+](ON2N=NC3C=CC=CC2=3)(N2CCCC2)N2CCCC2)CC1.F[P-](F)(F)(F)(F)F, predict the reaction product. The product is: [Cl:1][C:2]1[CH:3]=[C:4]([NH:9][C:10]2[C:11]([C:18]([NH2:25])=[O:20])=[CH:12][N:13]([CH3:17])[C:14](=[O:16])[CH:15]=2)[CH:5]=[CH:6][C:7]=1[Cl:8]. (2) Given the reactants [C:1]([O:5][C:6](=[O:33])[CH2:7][N:8]([C:26]([O:28][C:29]([CH3:32])([CH3:31])[CH3:30])=[O:27])[C:9]1[CH:14]=[CH:13][CH:12]=[C:11]([CH2:15][NH:16][S:17]([C:20]2[CH:21]=[N:22][CH:23]=[CH:24][CH:25]=2)(=[O:19])=[O:18])[N:10]=1)([CH3:4])([CH3:3])[CH3:2].S1C=CN=C1C1C=CC(CNS(C2C=NC=CC=2)(=O)=O)=CC=1.[CH3:56][O:57][C:58]1[CH:59]=[CH:60][C:61]2[CH:65]=[C:64]([CH2:66]O)[S:63][C:62]=2[CH:68]=1, predict the reaction product. The product is: [C:1]([O:5][C:6](=[O:33])[CH2:7][N:8]([C:26]([O:28][C:29]([CH3:32])([CH3:31])[CH3:30])=[O:27])[C:9]1[CH:14]=[CH:13][CH:12]=[C:11]([CH:15]([CH2:66][C:64]2[S:63][C:62]3[CH:68]=[C:58]([O:57][CH3:56])[CH:59]=[CH:60][C:61]=3[CH:65]=2)[NH:16][S:17]([C:20]2[CH:21]=[N:22][CH:23]=[CH:24][CH:25]=2)(=[O:18])=[O:19])[N:10]=1)([CH3:4])([CH3:3])[CH3:2]. (3) Given the reactants [H-].[Na+].[C:3]([O:7][C:8]([N:10]1[CH2:14][CH2:13][C@H:12]([OH:15])[CH2:11]1)=[O:9])([CH3:6])([CH3:5])[CH3:4].I[CH3:17].O, predict the reaction product. The product is: [CH3:17][O:15][C@H:12]1[CH2:13][CH2:14][N:10]([C:8]([O:7][C:3]([CH3:6])([CH3:4])[CH3:5])=[O:9])[CH2:11]1. (4) Given the reactants [CH2:1]([O:3][C:4](=[O:13])[CH2:5][C:6]1[CH:11]=[CH:10][CH:9]=[C:8]([OH:12])[CH:7]=1)[CH3:2].O[CH2:15]/[CH:16]=[CH:17]/[C:18]#[C:19][C:20]1[CH:25]=[CH:24][C:23]([C:26]#[C:27]/[CH:28]=[CH:29]/[CH2:30][OH:31])=[CH:22][CH:21]=1.[CH2:41](P([CH2:41][CH2:42][CH2:43][CH3:44])[CH2:41][CH2:42][CH2:43][CH3:44])[CH2:42][CH2:43][CH3:44].[OH2:45], predict the reaction product. The product is: [CH2:1]([O:3][C:4](=[O:13])[CH2:5][C:6]1[CH:11]=[CH:10][CH:9]=[C:8]([O:12][CH2:15]/[CH:16]=[CH:17]/[C:18]#[C:19][C:20]2[CH:25]=[CH:24][C:23]([C:26]#[C:27]/[CH:28]=[CH:29]/[CH2:30][O:31][C:5]3[CH:6]=[CH:7][CH:41]=[C:42]([CH2:43][C:44]([O:3][CH2:1][CH3:2])=[O:45])[CH:4]=3)=[CH:22][CH:21]=2)[CH:7]=1)[CH3:2]. (5) The product is: [OH:5][C:6]1[CH:7]=[CH:8][C:9]([N:12]([C:59]2[CH:60]=[C:61]3[CH2:67][CH2:66][N:65]([CH3:68])[C:62]3=[N:63][CH:64]=2)[C:13]([C:15]2[CH:16]=[C:17]([C:24]3[CH:29]=[CH:28][C:27]([O:30][CH2:31][C:32](=[O:39])[N:33]4[CH2:38][CH2:37][CH2:36][CH2:35][CH2:34]4)=[CH:26][C:25]=3[C:40]([N:42]3[C@H:51]([CH2:52][N:53]4[CH2:58][CH2:57][O:56][CH2:55][CH2:54]4)[CH2:50][C:49]4[C:44](=[CH:45][CH:46]=[CH:47][CH:48]=4)[CH2:43]3)=[O:41])[N:18]3[C:23]=2[CH2:22][CH2:21][CH2:20][CH2:19]3)=[O:14])=[CH:10][CH:11]=1. Given the reactants C([BH3-])#N.[Na+].[OH:5][C:6]1[CH:11]=[CH:10][C:9]([N:12]([C:59]2[CH:60]=[C:61]3[CH:67]=[CH:66][N:65]([CH3:68])[C:62]3=[N:63][CH:64]=2)[C:13]([C:15]2[CH:16]=[C:17]([C:24]3[CH:29]=[CH:28][C:27]([O:30][CH2:31][C:32](=[O:39])[N:33]4[CH2:38][CH2:37][CH2:36][CH2:35][CH2:34]4)=[CH:26][C:25]=3[C:40]([N:42]3[C@H:51]([CH2:52][N:53]4[CH2:58][CH2:57][O:56][CH2:55][CH2:54]4)[CH2:50][C:49]4[C:44](=[CH:45][CH:46]=[CH:47][CH:48]=4)[CH2:43]3)=[O:41])[N:18]3[C:23]=2[CH2:22][CH2:21][CH2:20][CH2:19]3)=[O:14])=[CH:8][CH:7]=1, predict the reaction product.